This data is from Catalyst prediction with 721,799 reactions and 888 catalyst types from USPTO. The task is: Predict which catalyst facilitates the given reaction. (1) Reactant: CS[C:3]1[CH:8]=[CH:7][C:6]([CH:9]([C:11]2[N:12]=[C:13]3[CH:19]=[CH:18][N:17]([S:20]([C:23]4[CH:29]=[CH:28][C:26]([CH3:27])=[CH:25][CH:24]=4)(=[O:22])=[O:21])[C:14]3=[N:15][CH:16]=2)[NH2:10])=[CH:5][CH:4]=1.[Br-].[Mg+2].[Br-].[CH2:33]1COCC1.OO[S:40]([O-:42])=[O:41].[K+]. Product: [CH3:33][S:40]([C:3]1[CH:4]=[CH:5][C:6]([CH:9]([C:11]2[N:12]=[C:13]3[CH:19]=[CH:18][N:17]([S:20]([C:23]4[CH:24]=[CH:25][C:26]([CH3:27])=[CH:28][CH:29]=4)(=[O:21])=[O:22])[C:14]3=[N:15][CH:16]=2)[NH2:10])=[CH:7][CH:8]=1)(=[O:42])=[O:41]. The catalyst class is: 6. (2) Reactant: N1CCCCC1.C(O)(=O)C.[N+:11]([C:14]1[CH:15]=[C:16]([CH:19]=[CH:20][C:21]=1[O:22][CH3:23])[CH:17]=O)([O-:13])=[O:12].[Cl:24][C:25]1[CH:26]=[C:27]([CH:36]=[CH:37][C:38]=1[Cl:39])[CH2:28][N:29]1[C:33](=[O:34])[CH2:32][S:31][C:30]1=[O:35]. Product: [N+:11]([C:14]1[CH:15]=[C:16]([CH:19]=[CH:20][C:21]=1[O:22][CH3:23])[CH:17]=[C:32]1[S:31][C:30](=[O:35])[N:29]([CH2:28][C:27]2[CH:36]=[CH:37][C:38]([Cl:39])=[C:25]([Cl:24])[CH:26]=2)[C:33]1=[O:34])([O-:13])=[O:12]. The catalyst class is: 133. (3) Reactant: [Si]([O:8][CH2:9][CH2:10][CH2:11][O:12][C:13]1[CH:14]=[C:15]([CH3:29])[C:16]2[CH:20]([CH2:21][C:22]([O:24][CH2:25][CH3:26])=[O:23])[O:19][B:18]([OH:27])[C:17]=2[CH:28]=1)(C(C)(C)C)(C)C.C1COCC1.O. Product: [OH:27][B:18]1[C:17]2[CH:28]=[C:13]([O:12][CH2:11][CH2:10][CH2:9][OH:8])[CH:14]=[C:15]([CH3:29])[C:16]=2[CH:20]([CH2:21][C:22]([O:24][CH2:25][CH3:26])=[O:23])[O:19]1. The catalyst class is: 15. (4) Reactant: [CH2:1]([N:3]1[C:11]2[C:6](=[CH:7][CH:8]=[C:9]([O:12][CH3:13])[CH:10]=2)[C:5]([C:14]([OH:16])=O)=[CH:4]1)[CH3:2].C(Cl)Cl.C(Cl)(=O)C(Cl)=O.[NH4+:26].[OH-]. Product: [CH2:1]([N:3]1[C:11]2[C:6](=[CH:7][CH:8]=[C:9]([O:12][CH3:13])[CH:10]=2)[C:5]([C:14]([NH2:26])=[O:16])=[CH:4]1)[CH3:2]. The catalyst class is: 3. (5) Product: [Br:12][C:13]1[CH:14]=[C:15]2[N:21]([CH3:22])[CH:20]=[CH:19][C:16]2=[N+:17]([O-:9])[CH:18]=1. Reactant: ClC1C=CC=C(C(OO)=[O:9])C=1.[Br:12][C:13]1[CH:14]=[C:15]2[N:21]([CH3:22])[CH:20]=[CH:19][C:16]2=[N:17][CH:18]=1. The catalyst class is: 2.